Dataset: Full USPTO retrosynthesis dataset with 1.9M reactions from patents (1976-2016). Task: Predict the reactants needed to synthesize the given product. (1) Given the product [C:1]([C:5]1[C:6]([S:15][C:16]#[N:17])=[CH:7][C:8]([N+:12]([O-:14])=[O:13])=[C:9]([NH2:11])[CH:10]=1)([CH3:4])([CH3:2])[CH3:3], predict the reactants needed to synthesize it. The reactants are: [C:1]([C:5]1[CH:6]=[CH:7][C:8]([N+:12]([O-:14])=[O:13])=[C:9]([NH2:11])[CH:10]=1)([CH3:4])([CH3:3])[CH3:2].[S-:15][C:16]#[N:17].[NH4+].BrBr. (2) Given the product [CH2:1]([O:8][C:9]1[C:14]([N:15]([CH2:20][CH3:21])[S:16]([CH3:19])(=[O:18])=[O:17])=[CH:13][N:12]2[N:22]=[C:23]([C:30]3[CH:31]=[CH:32][C:33]([F:36])=[CH:34][CH:35]=3)[C:24]([C:25]([OH:27])=[O:26])=[C:11]2[CH:10]=1)[C:2]1[CH:7]=[CH:6][CH:5]=[CH:4][CH:3]=1, predict the reactants needed to synthesize it. The reactants are: [CH2:1]([O:8][C:9]1[C:14]([N:15]([CH2:20][CH3:21])[S:16]([CH3:19])(=[O:18])=[O:17])=[CH:13][N:12]2[N:22]=[C:23]([C:30]3[CH:35]=[CH:34][C:33]([F:36])=[CH:32][CH:31]=3)[C:24]([C:25]([O:27]CC)=[O:26])=[C:11]2[CH:10]=1)[C:2]1[CH:7]=[CH:6][CH:5]=[CH:4][CH:3]=1.[OH-].[Na+].O. (3) Given the product [C:2]1([CH3:12])[CH:3]=[CH:4][C:5]([S:8]([OH:11])(=[O:9])=[O:10])=[CH:6][CH:7]=1.[S:13]1[CH:17]=[CH:16][C:15]2[C:18]([N:22]3[CH2:23][CH2:24][N:25]([CH2:28][CH2:29][CH2:30][O:31][C:32]4[CH:41]=[C:40]5[C:35]([CH2:36][CH2:37][N:38]([CH3:43])[C:39]5=[O:42])=[CH:34][CH:33]=4)[CH2:26][CH2:27]3)=[CH:19][CH:20]=[CH:21][C:14]1=2, predict the reactants needed to synthesize it. The reactants are: O.[C:2]1([CH3:12])[CH:7]=[CH:6][C:5]([S:8]([OH:11])(=[O:10])=[O:9])=[CH:4][CH:3]=1.[S:13]1[CH:17]=[CH:16][C:15]2[C:18]([N:22]3[CH2:27][CH2:26][N:25]([CH2:28][CH2:29][CH2:30][O:31][C:32]4[CH:41]=[C:40]5[C:35]([CH2:36][CH2:37][N:38]([CH3:43])[C:39]5=[O:42])=[CH:34][CH:33]=4)[CH2:24][CH2:23]3)=[CH:19][CH:20]=[CH:21][C:14]1=2. (4) Given the product [OH:1][C@@H:2]([CH3:27])[CH2:3][NH:4][CH2:5][C:6]1[CH:11]=[C:10]([S:12]([NH2:13])(=[O:15])=[O:14])[CH:9]=[CH:8][C:7]=1[O:16][C:17]1[CH:22]=[CH:21][C:20]([S:23][CH3:24])=[C:19]([CH3:25])[CH:18]=1, predict the reactants needed to synthesize it. The reactants are: [OH:1][C@@H:2]([CH3:27])[CH2:3][NH:4][C:5](=O)[C:6]1[CH:11]=[C:10]([S:12](=[O:15])(=[O:14])[NH2:13])[CH:9]=[CH:8][C:7]=1[O:16][C:17]1[CH:22]=[CH:21][C:20]([S:23][CH3:24])=[C:19]([CH3:25])[CH:18]=1.Cl.C([O-])([O-])=O.[K+].[K+]. (5) Given the product [CH2:1]([C:5]1[C:9](/[CH:10]=[CH:11]/[C:12]2[S:13][C:14]([C:18]([NH2:24])=[O:19])=[C:15]([CH3:17])[N:16]=2)=[C:8]([CH3:21])[O:7][N:6]=1)[CH2:2][CH2:3][CH3:4], predict the reactants needed to synthesize it. The reactants are: [CH2:1]([C:5]1[C:9](/[CH:10]=[CH:11]/[C:12]2[S:13][C:14]([C:18](O)=[O:19])=[C:15]([CH3:17])[N:16]=2)=[C:8]([CH3:21])[O:7][N:6]=1)[CH2:2][CH2:3][CH3:4].C(N1C=CN=C1)([N:24]1C=CN=C1)=O.[OH-].[NH4+].